This data is from Forward reaction prediction with 1.9M reactions from USPTO patents (1976-2016). The task is: Predict the product of the given reaction. (1) Given the reactants ClC1N=C([C:8]2[N:13]=[C:12]([N:14]3[C:18]([CH3:19])=[CH:17][C:16]([CH3:20])=[N:15]3)[N:11]=[C:10]([NH:21][C:22](=[O:24])[CH3:23])[CH:9]=2)C=CC=1.[Cl:25][C:26]1[CH:31]=[C:30](B(O)O)[CH:29]=[CH:28][N:27]=1, predict the reaction product. The product is: [Cl:25][C:26]1[CH:31]=[C:30]([C:8]2[N:13]=[C:12]([N:14]3[C:18]([CH3:19])=[CH:17][C:16]([CH3:20])=[N:15]3)[N:11]=[C:10]([NH:21][C:22](=[O:24])[CH3:23])[CH:9]=2)[CH:29]=[CH:28][N:27]=1. (2) Given the reactants [N:1]1([C:7]2[CH:14]=[CH:13][C:10]([CH2:11]O)=[CH:9][CH:8]=2)[CH2:6][CH2:5][O:4][CH2:3][CH2:2]1.C(Cl)(Cl)=O.[CH3:19][O:20][C:21]1[CH:36]=[CH:35][C:24]([C:25]([NH:27][C:28]2[C:29]([NH2:34])=[CH:30][CH:31]=[CH:32][CH:33]=2)=[O:26])=[CH:23][CH:22]=1.N1C=CC=CC=1, predict the reaction product. The product is: [CH3:19][O:20][C:21]1[CH:22]=[CH:23][C:24]([C:25]([NH:27][C:28]2[C:29]([NH:34][CH2:11][C:10]3[CH:13]=[CH:14][C:7]([N:1]4[CH2:6][CH2:5][O:4][CH2:3][CH2:2]4)=[CH:8][CH:9]=3)=[CH:30][CH:31]=[CH:32][CH:33]=2)=[O:26])=[CH:35][CH:36]=1. (3) Given the reactants [Mg].Br[CH2:3][CH2:4][CH2:5][C:6]1[CH:11]=[CH:10][CH:9]=[CH:8][CH:7]=1.[Br-].[CH3:13][C:14]([CH3:16])=[O:15].Cl, predict the reaction product. The product is: [OH:15][C:14]([CH3:16])([CH2:3][CH2:4][CH2:5][C:6]1[CH:11]=[CH:10][CH:9]=[CH:8][CH:7]=1)[CH3:13].